This data is from Catalyst prediction with 721,799 reactions and 888 catalyst types from USPTO. The task is: Predict which catalyst facilitates the given reaction. (1) Reactant: Cl[C:2]1[CH:7]=[CH:6][N:5]=[C:4]2[C:8]([I:11])=[CH:9][NH:10][C:3]=12.[H-].[Na+].Br[CH2:15][C:16]1[CH:21]=[CH:20][C:19]([F:22])=[CH:18][CH:17]=1. Product: [F:22][C:19]1[CH:20]=[CH:21][C:16]([CH2:15][N:10]2[C:3]3[C:4](=[N:5][CH:6]=[CH:7][CH:2]=3)[C:8]([I:11])=[CH:9]2)=[CH:17][CH:18]=1. The catalyst class is: 80. (2) Reactant: N1(C(OC(OC(C)(C)C)=O)=O)CCNC[CH2:2]1.[C:17]([N:24]1[CH2:29][CH2:28][N:27]([C:30](=[S:38])[NH:31][C:32]2[CH:37]=[CH:36][CH:35]=[CH:34][N:33]=2)[CH2:26][CH2:25]1)([O:19][C:20]([CH3:23])([CH3:22])[CH3:21])=[O:18].CI.C(=O)([O-])[O-].[K+].[K+]. Product: [C:17]([N:24]1[CH2:29][CH2:28][N:27]([C:30]([S:38][CH3:2])=[N:31][C:32]2[CH:37]=[CH:36][CH:35]=[CH:34][N:33]=2)[CH2:26][CH2:25]1)([O:19][C:20]([CH3:23])([CH3:22])[CH3:21])=[O:18]. The catalyst class is: 16.